From a dataset of Full USPTO retrosynthesis dataset with 1.9M reactions from patents (1976-2016). Predict the reactants needed to synthesize the given product. (1) The reactants are: [CH3:1][NH:2][C:3]1[C:12]2[C:7](=[CH:8][CH:9]=[C:10]([OH:13])[CH:11]=2)[N:6]=[C:5]([C:14]2[CH:15]=[N:16][CH:17]=[CH:18][CH:19]=2)[N:4]=1.C(=O)([O-])[O-].[K+].[K+].Br[CH2:27][CH2:28][CH2:29][Cl:30]. Given the product [Cl:30][CH2:29][CH2:28][CH2:27][O:13][C:10]1[CH:11]=[C:12]2[C:7](=[CH:8][CH:9]=1)[N:6]=[C:5]([C:14]1[CH:15]=[N:16][CH:17]=[CH:18][CH:19]=1)[N:4]=[C:3]2[NH:2][CH3:1], predict the reactants needed to synthesize it. (2) Given the product [Br:13][C:14]1[C:19]([C@@H:29]([NH:30][S@@:31]([C:33]([CH3:36])([CH3:35])[CH3:34])=[O:32])[C@H:28]([C:22]2[CH:23]=[CH:24][CH:25]=[C:26]([F:27])[C:21]=2[F:20])[CH2:37][CH2:38][CH:39]=[CH2:40])=[N:18][CH:17]=[CH:16][N:15]=1, predict the reactants needed to synthesize it. The reactants are: C(NC(C)C)(C)C.[Li]CCCC.[Br:13][C:14]1[CH:19]=[N:18][CH:17]=[CH:16][N:15]=1.[F:20][C:21]1[C:26]([F:27])=[CH:25][CH:24]=[CH:23][C:22]=1[C@H:28]([CH2:37][CH2:38][CH:39]=[CH2:40])/[CH:29]=[N:30]/[S@@:31]([C:33]([CH3:36])([CH3:35])[CH3:34])=[O:32]. (3) Given the product [CH2:1]([CH:9]1[CH2:13][O:12][C:11](=[O:14])[CH2:10]1)[C:2]1[CH:7]=[CH:6][CH:5]=[CH:4][CH:3]=1, predict the reactants needed to synthesize it. The reactants are: [C:1]([CH:9]1[CH2:13][O:12][C:11](=[O:14])[CH2:10]1)(=O)[C:2]1[CH:7]=[CH:6][CH:5]=[CH:4][CH:3]=1. (4) The reactants are: [C:1]([N:5]1[CH2:10][CH2:9][C:8](=[O:11])[CH2:7][CH2:6]1)([CH3:4])([CH3:3])[CH3:2].CC1C(C)=C(C)[SiH](C)[SiH-](C)(C)C=1.[Li+].[F:25][C:26]([F:46])([F:45])[S:27](N(C1C=CC(Cl)=CN=1)[S:27]([C:26]([F:46])([F:45])[F:25])(=[O:29])=[O:28])(=[O:29])=[O:28]. Given the product [C:1]([N:5]1[CH2:10][CH:9]=[C:8]([O:11][S:27]([C:26]([F:46])([F:45])[F:25])(=[O:29])=[O:28])[CH2:7][CH2:6]1)([CH3:4])([CH3:2])[CH3:3], predict the reactants needed to synthesize it. (5) Given the product [O:17]1[C:18]2[C:23](=[CH:22][CH:21]=[CH:20][CH:19]=2)[CH2:14][CH2:15][CH2:16]1, predict the reactants needed to synthesize it. The reactants are: C(SCCCCCCCCC[CH:14]1[C:23]2[C:18](=[CH:19][C:20](OCOC)=[CH:21][CH:22]=2)[O:17][CH2:16][C:15]1(C1C=CC(OCOC)=CC=1)C)(=O)C.[OH-].[Na+].Cl.ClN1C(=O)CCC1=O.ClS(CCCCCCCCCC1C2C(=CC(OCOC)=CC=2)OCC1(C1C=CC(OCOC)=CC=1)C)(=O)=O.C(OC(=O)NCCCC(F)(F)C(F)(F)F)(C)(C)C.C(O)(C(F)(F)F)=O.C(N(CC)CC)C. (6) Given the product [F:30][C:31]([F:33])([F:32])[C@@H:20]([C:19]1[C:18]([O:17][C@@H:12]2[CH2:13][CH2:14][C@@H:15]([CH3:16])[N:10]([C:8]([C:7]3[CH:26]=[CH:27][CH:28]=[CH:29][C:6]=3[N:2]3[N:3]=[CH:4][CH:5]=[N:1]3)=[O:9])[CH2:11]2)=[N:25][CH:24]=[CH:23][CH:22]=1)[OH:21], predict the reactants needed to synthesize it. The reactants are: [N:1]1[N:2]([C:6]2[CH:29]=[CH:28][CH:27]=[CH:26][C:7]=2[C:8]([N:10]2[C@H:15]([CH3:16])[CH2:14][CH2:13][C@@H:12]([O:17][C:18]3[N:25]=[CH:24][CH:23]=[CH:22][C:19]=3[CH:20]=[O:21])[CH2:11]2)=[O:9])[N:3]=[CH:4][CH:5]=1.[F:30][C:31]([Si](C)(C)C)([F:33])[F:32].[F-].C([N+](CCCC)(CCCC)CCCC)CCC. (7) Given the product [CH:1]1([N:5]2[CH2:11][CH2:10][CH2:9][N:8]([C:12]([C@H:14]3[CH2:18][C@H:17]([OH:19])[CH2:16][N:15]3[C:20](=[O:22])[CH3:21])=[O:13])[CH2:7][CH2:6]2)[CH2:4][CH2:3][CH2:2]1, predict the reactants needed to synthesize it. The reactants are: [CH:1]1([N:5]2[CH2:11][CH2:10][CH2:9][N:8]([C:12]([C@H:14]3[CH2:18][C@@H:17]([OH:19])[CH2:16][N:15]3[C:20](=[O:22])[CH3:21])=[O:13])[CH2:7][CH2:6]2)[CH2:4][CH2:3][CH2:2]1.FC1C=C(O)C=CC=1.C1C=CC(P(C2C=CC=CC=2)C2C=CC=CC=2)=CC=1.CC(OC(/N=N/C(OC(C)C)=O)=O)C.